From a dataset of Full USPTO retrosynthesis dataset with 1.9M reactions from patents (1976-2016). Predict the reactants needed to synthesize the given product. (1) Given the product [Cl:1][C:2]1[N:3]=[C:4]([C:9]([O:11][CH3:12])=[O:10])[CH:5]=[C:6]([NH:19][CH:13]2[CH2:18][CH2:17][CH2:16][CH2:15][CH2:14]2)[N:7]=1, predict the reactants needed to synthesize it. The reactants are: [Cl:1][C:2]1[N:7]=[C:6](Cl)[CH:5]=[C:4]([C:9]([O:11][CH3:12])=[O:10])[N:3]=1.[CH:13]1([NH2:19])[CH2:18][CH2:17][CH2:16][CH2:15][CH2:14]1.C(N(CC)CC)C.O. (2) Given the product [Br:10][C:7]1[CH:8]=[CH:9][C:4]([C:3]([NH2:14])=[O:2])=[C:5]([OH:11])[CH:6]=1, predict the reactants needed to synthesize it. The reactants are: C[O:2][C:3](=O)[C:4]1[CH:9]=[CH:8][C:7]([Br:10])=[CH:6][C:5]=1[OH:11].[OH-].[NH4+:14]. (3) Given the product [C:1]([C:5]1[CH:9]=[C:8]([C:10]([OH:12])=[O:11])[N:7]([C:15]2[CH:20]=[CH:19][CH:18]=[C:17]([C:21]#[N:22])[CH:16]=2)[N:6]=1)([CH3:4])([CH3:2])[CH3:3], predict the reactants needed to synthesize it. The reactants are: [C:1]([C:5]1[CH:9]=[C:8]([C:10]([O:12]CC)=[O:11])[N:7]([C:15]2[CH:20]=[CH:19][CH:18]=[C:17]([C:21]#[N:22])[CH:16]=2)[N:6]=1)([CH3:4])([CH3:3])[CH3:2].O[Li].O. (4) Given the product [C:1]([CH:3]1[CH2:4][N:5]([C:7](=[O:40])[C@H:8]([NH:10][C:11]([C:13]2[C:21]3[C:16](=[N:17][CH:18]=[C:19]([C:22]4[S:30][C:29]5[C:24](=[N:25][CH:26]=[CH:27][C:28]=5[O:54][CH3:53])[CH:23]=4)[N:20]=3)[NH:15][CH:14]=2)=[O:12])[CH3:9])[CH2:6]1)#[N:2], predict the reactants needed to synthesize it. The reactants are: [C:1]([CH:3]1[CH2:6][N:5]([C:7](=[O:40])[C@H:8]([NH:10][C:11]([C:13]2[C:21]3[C:16](=[N:17][CH:18]=[C:19]([C:22]4[S:30][C:29]5[C:24](=[N:25][CH:26]=[CH:27][C:28]=5Cl)[CH:23]=4)[N:20]=3)[N:15](COCC[Si](C)(C)C)[CH:14]=2)=[O:12])[CH3:9])[CH2:4]1)#[N:2].C(C1CN(C(=O)[C@H](N[C:53](C2C3C(=NC=C(C4SC5C(=NC=CC=5Cl)C=4)N=3)N(COCC[Si](C)(C)C)C=2)=[O:54])C2CC2)C1)#N. (5) Given the product [NH2:1][C:2]1[CH:21]=[CH:20][C:5]([O:6][C:7]2[CH:12]=[CH:11][N:10]=[C:9]([NH2:13])[C:8]=2[N:14]([CH3:25])[C:15](=[O:19])[O:16][CH2:17][CH3:18])=[CH:4][C:3]=1[F:22], predict the reactants needed to synthesize it. The reactants are: [NH2:1][C:2]1[CH:21]=[CH:20][C:5]([O:6][C:7]2[CH:12]=[CH:11][N:10]=[C:9]([NH2:13])[C:8]=2[NH:14][C:15](=[O:19])[O:16][CH2:17][CH3:18])=[CH:4][C:3]=1[F:22].[H-].[Na+].[CH3:25]I. (6) Given the product [N:20]([CH2:23][CH2:24][CH2:25][O:26][C:27]1[CH:35]=[C:34]2[C:30]([CH:31]=[N:32][NH:33]2)=[CH:29][C:28]=1[NH:36][C:2]1[C:3]2[C:10]3[CH2:11][CH2:12][CH:13]([C:15]([N:17]([CH3:19])[CH3:18])=[O:16])[CH2:14][C:9]=3[S:8][C:4]=2[N:5]=[CH:6][N:7]=1)=[N+:21]=[N-:22], predict the reactants needed to synthesize it. The reactants are: Cl[C:2]1[C:3]2[C:10]3[CH2:11][CH2:12][CH:13]([C:15]([N:17]([CH3:19])[CH3:18])=[O:16])[CH2:14][C:9]=3[S:8][C:4]=2[N:5]=[CH:6][N:7]=1.[N:20]([CH2:23][CH2:24][CH2:25][O:26][C:27]1[CH:35]=[C:34]2[C:30]([CH:31]=[N:32][NH:33]2)=[CH:29][C:28]=1[NH2:36])=[N+:21]=[N-:22].